Dataset: Human liver microsome stability data. Task: Regression/Classification. Given a drug SMILES string, predict its absorption, distribution, metabolism, or excretion properties. Task type varies by dataset: regression for continuous measurements (e.g., permeability, clearance, half-life) or binary classification for categorical outcomes (e.g., BBB penetration, CYP inhibition). Dataset: hlm. The drug is C[C@@H]1CN(c2ccc(F)cc2C(F)(F)F)CCN1S(=O)(=O)c1ccc(N2CCOCC2)cc1. The result is 0 (unstable in human liver microsomes).